Task: Predict the product of the given reaction.. Dataset: Forward reaction prediction with 1.9M reactions from USPTO patents (1976-2016) (1) Given the reactants C(OCC)(=O)CC(OCC)=O.[H-].[Na+].C1(CBr)CC1.[CH2:19]([O:21][C:22](=[O:33])[CH:23]([CH2:29][CH2:30][CH:31]=[CH2:32])[C:24]([O:26][CH2:27][CH3:28])=[O:25])[CH3:20], predict the reaction product. The product is: [CH2:19]([O:21][C:22](=[O:33])[CH:23]([CH2:29][CH:30]1[CH2:32][CH2:31]1)[C:24]([O:26][CH2:27][CH3:28])=[O:25])[CH3:20]. (2) Given the reactants [CH:1]1([C:4]2[C:5]([O:21][CH2:22][C:23]([F:26])([F:25])[F:24])=[CH:6][C:7]([C:10]([NH:12][CH:13]([C:17]([CH3:20])([CH3:19])[CH3:18])[C:14](O)=[O:15])=[O:11])=[N:8][CH:9]=2)[CH2:3][CH2:2]1.[Cl-].[NH4+:28], predict the reaction product. The product is: [NH2:28][C:14](=[O:15])[CH:13]([NH:12][C:10]([C:7]1[CH:6]=[C:5]([O:21][CH2:22][C:23]([F:25])([F:24])[F:26])[C:4]([CH:1]2[CH2:3][CH2:2]2)=[CH:9][N:8]=1)=[O:11])[C:17]([CH3:20])([CH3:19])[CH3:18]. (3) The product is: [CH3:21][O:20][C:3]1[C:4]([C:10]2[CH:11]=[C:12]3[C:16](=[CH:17][CH:18]=2)[C:15](=[O:19])[O:14][CH2:13]3)=[CH:5][CH:6]=[C:7]([O:8][CH3:9])[C:2]=1[O:1][CH2:29][C:30]1[CH:31]=[CH:32][C:33]([S:36]([NH2:39])(=[O:38])=[O:37])=[CH:34][CH:35]=1. Given the reactants [OH:1][C:2]1[C:3]([O:20][CH3:21])=[C:4]([C:10]2[CH:11]=[C:12]3[C:16](=[CH:17][CH:18]=2)[C:15](=[O:19])[O:14][CH2:13]3)[CH:5]=[CH:6][C:7]=1[O:8][CH3:9].C(=O)([O-])[O-].[K+].[K+].Br[CH2:29][C:30]1[CH:35]=[CH:34][C:33]([S:36]([NH2:39])(=[O:38])=[O:37])=[CH:32][CH:31]=1, predict the reaction product. (4) Given the reactants C([O:8][C:9]1[CH:30]=[C:29]([Cl:31])[C:12]([CH2:13][C@@H:14]2[CH2:18][CH2:17][N:16]([C@H:19]3[CH2:27][CH2:26][C:25]4[C:21](=[CH:22][NH:23][N:24]=4)[CH2:20]3)[C:15]2=[O:28])=[C:11]([Cl:32])[CH:10]=1)C1C=CC=CC=1.[H][H], predict the reaction product. The product is: [OH:8][C:9]1[CH:30]=[C:29]([Cl:31])[C:12]([CH2:13][C@@H:14]2[CH2:18][CH2:17][N:16]([C@H:19]3[CH2:27][CH2:26][C:25]4[C:21](=[CH:22][NH:23][N:24]=4)[CH2:20]3)[C:15]2=[O:28])=[C:11]([Cl:32])[CH:10]=1.